From a dataset of Forward reaction prediction with 1.9M reactions from USPTO patents (1976-2016). Predict the product of the given reaction. (1) The product is: [NH2:40][C:12]1[C:11](=[O:25])[C:10]2[C:15](=[C:6]([CH2:5][OH:4])[CH:7]=[CH:8][CH:9]=2)[O:14][C:13]=1[C:16]1[CH:21]=[CH:20][CH:19]=[CH:18][CH:17]=1. Given the reactants COC[O:4][CH2:5][C:6]1[CH:7]=[CH:8][CH:9]=[C:10]2[C:15]=1[O:14][C:13]([C:16]1[CH:21]=[CH:20][CH:19]=[CH:18][CH:17]=1)=[C:12](C(O)=O)[C:11]2=[O:25].C1(P([N:40]=[N+]=[N-])(C2C=CC=CC=2)=O)C=CC=CC=1.Cl.O1CCOCC1, predict the reaction product. (2) Given the reactants [O:1]1[CH2:6][CH2:5][N:4]([C:7]2[CH:8]=[C:9]([N:13]3[C:17]([C:18]4[CH:23]=[CH:22][CH:21]=[CH:20][CH:19]=4)=[C:16]([C:24]([OH:26])=O)[N:15]=[CH:14]3)[CH:10]=[CH:11][CH:12]=2)[CH2:3][CH2:2]1.[CH2:27]([N:34]1[CH2:39][CH2:38][NH:37][C@H:36]([CH2:40][C:41]2[CH:51]=[CH:50][C:44]([C:45]([O:47][CH2:48][CH3:49])=[O:46])=[CH:43][CH:42]=2)[CH2:35]1)[C:28]1[CH:33]=[CH:32][CH:31]=[CH:30][CH:29]=1.CCN=C=NCCCN(C)C.Cl.C1C=CC2N(O)N=NC=2C=1.C(=O)(O)[O-].[Na+], predict the reaction product. The product is: [CH2:27]([N:34]1[CH2:39][CH2:38][N:37]([C:24]([C:16]2[N:15]=[CH:14][N:13]([C:9]3[CH:10]=[CH:11][CH:12]=[C:7]([N:4]4[CH2:5][CH2:6][O:1][CH2:2][CH2:3]4)[CH:8]=3)[C:17]=2[C:18]2[CH:23]=[CH:22][CH:21]=[CH:20][CH:19]=2)=[O:26])[C@H:36]([CH2:40][C:41]2[CH:42]=[CH:43][C:44]([C:45]([O:47][CH2:48][CH3:49])=[O:46])=[CH:50][CH:51]=2)[CH2:35]1)[C:28]1[CH:29]=[CH:30][CH:31]=[CH:32][CH:33]=1. (3) Given the reactants [CH:1]([C:4]1[N:5]=[C:6]([C:9]2[CH:18]=[C:17]([O:19][CH:20]3[CH2:37][CH:36]4[CH:22]([C:23](=[O:43])[N:24]([CH3:42])[CH2:25][CH2:26][CH2:27][CH2:28][CH:29]=[CH:30][CH:31]5[C:33]([C:39](O)=[O:40])([NH:34][C:35]4=[O:38])[CH2:32]5)[CH2:21]3)[C:16]3[C:11](=[C:12]([CH3:46])[C:13]([O:44][CH3:45])=[CH:14][CH:15]=3)[N:10]=2)[S:7][CH:8]=1)([CH3:3])[CH3:2].C(N1C=CN=C1)(N1C=CN=C1)=O.[CH3:59][C:60]1([S:63]([NH2:66])(=[O:65])=[O:64])[CH2:62][CH2:61]1.C1CCN2C(=NCCC2)CC1, predict the reaction product. The product is: [CH:1]([C:4]1[N:5]=[C:6]([C:9]2[CH:18]=[C:17]([O:19][CH:20]3[CH2:37][CH:36]4[CH:22]([C:23](=[O:43])[N:24]([CH3:42])[CH2:25][CH2:26][CH2:27][CH2:28][CH:29]=[CH:30][CH:31]5[C:33]([C:39]([NH:66][S:63]([C:60]6([CH3:59])[CH2:62][CH2:61]6)(=[O:65])=[O:64])=[O:40])([NH:34][C:35]4=[O:38])[CH2:32]5)[CH2:21]3)[C:16]3[C:11](=[C:12]([CH3:46])[C:13]([O:44][CH3:45])=[CH:14][CH:15]=3)[N:10]=2)[S:7][CH:8]=1)([CH3:3])[CH3:2]. (4) Given the reactants [CH:1]([C:4]1[C:8]2[CH:9]=[CH:10][C:11]([C:13]([F:16])([F:15])[F:14])=[CH:12][C:7]=2[S:6][C:5]=1[CH2:17]O)([CH3:3])[CH3:2].S(Cl)([Cl:21])=O, predict the reaction product. The product is: [Cl:21][CH2:17][C:5]1[S:6][C:7]2[CH:12]=[C:11]([C:13]([F:16])([F:15])[F:14])[CH:10]=[CH:9][C:8]=2[C:4]=1[CH:1]([CH3:3])[CH3:2]. (5) Given the reactants [Cl:1][C:2]1[N:7]=[C:6](Cl)[C:5]([N+:9]([O-:11])=[O:10])=[CH:4][N:3]=1.[NH3:12].C(O)C, predict the reaction product. The product is: [Cl:1][C:2]1[N:7]=[C:6]([NH2:12])[C:5]([N+:9]([O-:11])=[O:10])=[CH:4][N:3]=1. (6) The product is: [Cl:3][C:4]1[CH:5]=[CH:6][C:7]2[N:8]([C:10]([I:1])=[C:11]([C:13]3[CH:14]=[CH:15][C:16]([F:19])=[CH:17][CH:18]=3)[N:12]=2)[N:9]=1. Given the reactants [I:1]Cl.[Cl:3][C:4]1[CH:5]=[CH:6][C:7]2[N:8]([CH:10]=[C:11]([C:13]3[CH:18]=[CH:17][C:16]([F:19])=[CH:15][CH:14]=3)[N:12]=2)[N:9]=1.S([O-])([O-])(=O)=S.[Na+].[Na+], predict the reaction product. (7) Given the reactants [Cl:1][C:2]1[C:7]([C:8]([OH:10])=O)=[CH:6][N:5]=[C:4]([Cl:11])[CH:3]=1.S(Cl)(Cl)=O.[CH3:16][N:17]([CH3:25])[CH:18]=[CH:19][C:20]([O:22][CH2:23][CH3:24])=[O:21].C(N(CC)CC)C, predict the reaction product. The product is: [CH2:23]([O:22][C:20](=[O:21])[C:19]([C:8](=[O:10])[C:7]1[C:2]([Cl:1])=[CH:3][C:4]([Cl:11])=[N:5][CH:6]=1)=[CH:18][N:17]([CH3:25])[CH3:16])[CH3:24]. (8) Given the reactants C([O:3][C:4]([C:6]1[C:10]([CH2:11][N:12]([C:20]([O:22][C:23]([CH3:26])([CH3:25])[CH3:24])=[O:21])[CH2:13][CH2:14][C:15]([O:17][CH2:18][CH3:19])=[O:16])=[C:9]([C:27]2[CH:32]=[CH:31][C:30]([C:33]([F:36])([F:35])[F:34])=[CH:29][CH:28]=2)[N:8]([C:37]2[CH:42]=[CH:41][CH:40]=[CH:39][C:38]=2[Cl:43])[N:7]=1)=O)C.C[Si](C)(C)[N-][Si](C)(C)C.[K+], predict the reaction product. The product is: [CH2:18]([O:17][C:15]([CH:14]1[C:4](=[O:3])[C:6]2[C:10](=[C:9]([C:27]3[CH:28]=[CH:29][C:30]([C:33]([F:36])([F:34])[F:35])=[CH:31][CH:32]=3)[N:8]([C:37]3[CH:42]=[CH:41][CH:40]=[CH:39][C:38]=3[Cl:43])[N:7]=2)[CH2:11][N:12]([C:20]([O:22][C:23]([CH3:25])([CH3:26])[CH3:24])=[O:21])[CH2:13]1)=[O:16])[CH3:19]. (9) Given the reactants CS(C)=O.[C:5](Cl)(=O)C(Cl)=O.[C:11]([O:15][C:16]([N:18]([CH2:26][CH2:27][CH2:28]O)[CH2:19][CH2:20][C:21]([O:23][CH2:24][CH3:25])=[O:22])=[O:17])([CH3:14])([CH3:13])[CH3:12].C(N(CC)CC)C, predict the reaction product. The product is: [C:11]([O:15][C:16]([N:18]([CH2:26][CH2:27][CH:28]=[CH2:5])[CH2:19][CH2:20][C:21]([O:23][CH2:24][CH3:25])=[O:22])=[O:17])([CH3:12])([CH3:13])[CH3:14].